This data is from Full USPTO retrosynthesis dataset with 1.9M reactions from patents (1976-2016). The task is: Predict the reactants needed to synthesize the given product. (1) Given the product [CH3:1][O:2][C:3]1[CH:4]=[CH:5][C:6]([CH2:7][N:8]([CH2:18][C:19]2[CH:20]=[CH:21][C:22]([O:25][CH3:26])=[CH:23][CH:24]=2)[C:9]2[CH:16]=[C:15](/[CH:17]=[CH:34]/[N:35]([CH3:37])[CH3:36])[C:12]([C:13]#[N:14])=[CH:11][N:10]=2)=[CH:27][CH:28]=1, predict the reactants needed to synthesize it. The reactants are: [CH3:1][O:2][C:3]1[CH:28]=[CH:27][C:6]([CH2:7][N:8]([CH2:18][C:19]2[CH:24]=[CH:23][C:22]([O:25][CH3:26])=[CH:21][CH:20]=2)[C:9]2[CH:16]=[C:15]([CH3:17])[C:12]([C:13]#[N:14])=[CH:11][N:10]=2)=[CH:5][CH:4]=1.C(O[CH:34](N(C)C)[N:35]([CH3:37])[CH3:36])(C)(C)C. (2) Given the product [CH:26]1([CH2:25][O:24][C:15]2[N:14]=[C:13]([C:11]([NH:10][C:5]([CH2:6][CH3:7])([CH2:8][CH3:9])[C:4]([OH:29])=[O:3])=[O:12])[CH:18]=[CH:17][C:16]=2[N:19]2[CH2:20][CH2:21][CH2:22][CH2:23]2)[CH2:27][CH2:28]1, predict the reactants needed to synthesize it. The reactants are: C([O:3][C:4](=[O:29])[C:5]([NH:10][C:11]([C:13]1[CH:18]=[CH:17][C:16]([N:19]2[CH2:23][CH2:22][CH2:21][CH2:20]2)=[C:15]([O:24][CH2:25][CH:26]2[CH2:28][CH2:27]2)[N:14]=1)=[O:12])([CH2:8][CH3:9])[CH2:6][CH3:7])C.[OH-].[Na+]. (3) Given the product [NH:15]1[C:23]2[C:18](=[CH:19][CH:20]=[C:21]([CH2:24][NH:25][C:8](=[O:10])[C:7]3[CH:6]=[CH:5][C:4]([S:3][C:2]([F:1])([F:14])[F:13])=[CH:12][CH:11]=3)[CH:22]=2)[CH:17]=[CH:16]1, predict the reactants needed to synthesize it. The reactants are: [F:1][C:2]([F:14])([F:13])[S:3][C:4]1[CH:12]=[CH:11][C:7]([C:8]([OH:10])=O)=[CH:6][CH:5]=1.[NH:15]1[C:23]2[C:18](=[CH:19][CH:20]=[C:21]([CH2:24][NH2:25])[CH:22]=2)[CH:17]=[CH:16]1.N=C=N. (4) Given the product [C:27]1([CH:33]([CH3:36])[CH2:34][NH:35][S:12]([N:9]2[CH2:10][CH2:11][C:6]3([C:2](=[O:1])[N:3]([C:16]4[CH:21]=[CH:20][C:19]([O:22][C:23]([F:26])([F:25])[F:24])=[CH:18][CH:17]=4)[CH2:4][CH2:5]3)[CH2:7][CH2:8]2)(=[O:14])=[O:13])[CH:32]=[CH:31][CH:30]=[CH:29][CH:28]=1, predict the reactants needed to synthesize it. The reactants are: [O:1]=[C:2]1[C:6]2([CH2:11][CH2:10][N:9]([S:12](Cl)(=[O:14])=[O:13])[CH2:8][CH2:7]2)[CH2:5][CH2:4][N:3]1[C:16]1[CH:21]=[CH:20][C:19]([O:22][C:23]([F:26])([F:25])[F:24])=[CH:18][CH:17]=1.[C:27]1([CH:33]([CH3:36])[CH2:34][NH2:35])[CH:32]=[CH:31][CH:30]=[CH:29][CH:28]=1.